Dataset: Full USPTO retrosynthesis dataset with 1.9M reactions from patents (1976-2016). Task: Predict the reactants needed to synthesize the given product. (1) Given the product [Cl:11][C:9]1[C:8]2[N:7]([CH2:12][CH3:13])[CH2:6][C@@H:5]3[CH2:14][N:15]([C:18]([O:20][C:21]([CH3:22])([CH3:24])[CH3:23])=[O:19])[CH2:16][CH2:17][C:3]([C:4]=23)=[CH:2][CH:10]=1, predict the reactants needed to synthesize it. The reactants are: Br[C:2]1[CH:10]=[C:9]([Cl:11])[C:8]2[N:7]([CH2:12][CH3:13])[CH2:6][C@@H:5]3[CH2:14][N:15]([C:18]([O:20][C:21]([CH3:24])([CH3:23])[CH3:22])=[O:19])[CH2:16][CH2:17][C:3]=1[C:4]=23.C1COCC1.C([Li])(C)(C)C.CCCCCC. (2) Given the product [CH3:1][O:2][C:3]1[N:4]=[C:5]2[C:10](=[CH:11][CH:12]=1)[N:9]=[CH:8][CH:7]=[C:6]2[CH2:13][CH2:14][N:15]1[CH2:20][CH2:19][CH2:18][CH:17]([CH2:21][NH:22][C:39]([C:37]2[CH:36]=[CH:35][C:32]3[S:33][CH2:34][C:29](=[O:28])[NH:30][C:31]=3[N:38]=2)=[O:40])[CH2:16]1, predict the reactants needed to synthesize it. The reactants are: [CH3:1][O:2][C:3]1[N:4]=[C:5]2[C:10](=[CH:11][CH:12]=1)[N:9]=[CH:8][CH:7]=[C:6]2[CH2:13][CH2:14][N:15]1[CH2:20][CH2:19][CH2:18][CH:17]([CH2:21][NH2:22])[CH2:16]1.CN(C=O)C.[O:28]=[C:29]1[CH2:34][S:33][C:32]2[CH:35]=[CH:36][C:37]([C:39](O)=[O:40])=[N:38][C:31]=2[NH:30]1.CN(C)CCCN=C=NCC. (3) Given the product [OH:1][C:2]1[C:3]([C:17]([NH:19][CH2:20][C:21]([OH:23])=[O:22])=[O:18])=[C:4]2[C:9](=[CH:10][C:11]=1[C:12]1[N:13]=[CH:14][S:15][CH:16]=1)[N:8]=[CH:7][CH:6]=[N:5]2, predict the reactants needed to synthesize it. The reactants are: [OH:1][C:2]1[C:3]([C:17]([NH:19][CH2:20][C:21]([O:23]CC)=[O:22])=[O:18])=[C:4]2[C:9](=[CH:10][C:11]=1[C:12]1[N:13]=[CH:14][S:15][CH:16]=1)[N:8]=[CH:7][CH:6]=[N:5]2.[OH-].[Na+]. (4) Given the product [CH2:21]([O:28][CH2:29][C:30]1[C@H:31]([OH:35])[CH2:32][C@H:33]([C:2]2[C:6]3[N:7]=[CH:8][N:9]=[C:10]([NH:11][C@@H:12]4[C:20]5[C:15](=[CH:16][CH:17]=[CH:18][CH:19]=5)[CH2:14][CH2:13]4)[C:5]=3[S:4][CH:3]=2)[CH:34]=1)[C:22]1[CH:27]=[CH:26][CH:25]=[CH:24][CH:23]=1, predict the reactants needed to synthesize it. The reactants are: Br[C:2]1[C:6]2[N:7]=[CH:8][N:9]=[C:10]([NH:11][C@@H:12]3[C:20]4[C:15](=[CH:16][CH:17]=[CH:18][CH:19]=4)[CH2:14][CH2:13]3)[C:5]=2[S:4][CH:3]=1.[CH2:21]([O:28][CH2:29][C@@H:30]1[CH:34]=[CH:33][CH2:32][C@H:31]1[OH:35])[C:22]1[CH:27]=[CH:26][CH:25]=[CH:24][CH:23]=1.CCN(C(C)C)C(C)C. (5) The reactants are: [NH2:1][C:2]1[C:3]([C:10]([NH:12][C:13](SC)=[NH:14])=[O:11])=[N:4][C:5]([Cl:9])=[C:6]([NH2:8])[N:7]=1.[NH2:17][C@H:18]1[CH2:23][CH2:22][CH2:21][N:20]([CH2:24][C:25]2[CH:30]=[CH:29][CH:28]=[CH:27][CH:26]=2)[CH2:19]1. Given the product [CH2:24]([N:20]1[CH2:21][CH2:22][CH2:23][C@H:18]([NH:17][C:13]([NH:12][C:10]([C:3]2[C:2]([NH2:1])=[N:7][C:6]([NH2:8])=[C:5]([Cl:9])[N:4]=2)=[O:11])=[NH:14])[CH2:19]1)[C:25]1[CH:26]=[CH:27][CH:28]=[CH:29][CH:30]=1, predict the reactants needed to synthesize it. (6) Given the product [O:46]1[CH:47]=[CH:48][C:44]([NH:43][C:6](=[O:7])[C:5]2[CH:9]=[CH:10][C:2]([CH3:1])=[C:3]([N:11]3[CH:20]=[CH:19][C:18]4[C:13](=[CH:14][C:15]([O:21][CH2:22][CH2:23][N:24]5[CH2:29][CH2:28][CH2:27][CH2:26][CH2:25]5)=[CH:16][CH:17]=4)[C:12]3=[O:30])[CH:4]=2)=[N:45]1, predict the reactants needed to synthesize it. The reactants are: [CH3:1][C:2]1[CH:10]=[CH:9][C:5]([C:6](O)=[O:7])=[CH:4][C:3]=1[N:11]1[CH:20]=[CH:19][C:18]2[C:13](=[CH:14][C:15]([O:21][CH2:22][CH2:23][N:24]3[CH2:29][CH2:28][CH2:27][CH2:26][CH2:25]3)=[CH:16][CH:17]=2)[C:12]1=[O:30].C(Cl)(=O)C(Cl)=O.N1C=CC=CC=1.[NH2:43][C:44]1[CH:48]=[CH:47][O:46][N:45]=1. (7) Given the product [CH:30]1([C:24]2[CH:23]=[C:22]([C:20]3[O:19][N:18]=[C:17]([C:13]4[CH:14]=[C:15]([CH3:16])[C:10]([O:9][CH2:8][CH2:7][CH2:6][NH:38][CH3:37])=[C:11]([CH2:35][CH3:36])[CH:12]=4)[N:21]=3)[CH:27]=[C:26]([O:28][CH3:29])[N:25]=2)[CH2:34][CH2:33][CH2:32][CH2:31]1, predict the reactants needed to synthesize it. The reactants are: CS(O[CH2:6][CH2:7][CH2:8][O:9][C:10]1[C:15]([CH3:16])=[CH:14][C:13]([C:17]2[N:21]=[C:20]([C:22]3[CH:27]=[C:26]([O:28][CH3:29])[N:25]=[C:24]([CH:30]4[CH2:34][CH2:33][CH2:32][CH2:31]4)[CH:23]=3)[O:19][N:18]=2)=[CH:12][C:11]=1[CH2:35][CH3:36])(=O)=O.[CH3:37][NH2:38].